The task is: Predict which catalyst facilitates the given reaction.. This data is from Catalyst prediction with 721,799 reactions and 888 catalyst types from USPTO. (1) Reactant: C1([O:7][CH:8]2[CH:13]3[CH2:14][CH2:15][N:10]([CH2:11][CH2:12]3)[CH:9]2[CH2:16][C:17]2[CH:18]=[N:19][CH:20]=[CH:21][CH:22]=2)C=CC=CC=1.N1C=CC=C(C=O)C=1.Cl.N12CCC(CC1)C(=O)C2.[OH-].[K+].N1C=CC=C(C=C2C(=O)C3CCN2CC3)C=1. Product: [N:19]1[CH:20]=[CH:21][CH:22]=[C:17]([CH2:16][CH:9]2[CH:8]([OH:7])[CH:13]3[CH2:12][CH2:11][N:10]2[CH2:15][CH2:14]3)[CH:18]=1. The catalyst class is: 94. (2) Reactant: [Cl:1][C:2]1[CH:3]=[C:4]2[C:9](=[CH:10][CH:11]=1)[N:8]=[C:7]([CH3:12])[N:6]=[C:5]2O.P(Cl)(Cl)([Cl:16])=O.C(N(CC)CC)C.C1(C)C=CC=CC=1. Product: [Cl:16][C:5]1[C:4]2[C:9](=[CH:10][CH:11]=[C:2]([Cl:1])[CH:3]=2)[N:8]=[C:7]([CH3:12])[N:6]=1. The catalyst class is: 13. (3) Reactant: Cl.Cl.[CH3:3][NH:4][CH:5]1[CH2:10][CH2:9][N:8]([C:11]2[C:20]3[C:15](=[CH:16][CH:17]=[CH:18][CH:19]=3)[C:14]([C:21]3[CH:28]=[CH:27][C:24]([C:25]#[N:26])=[CH:23][CH:22]=3)=[N:13][N:12]=2)[CH2:7][CH2:6]1.C(N(CC)CC)C.[F:36][C:37]1[CH:45]=[CH:44][C:40]([C:41]([Cl:43])=[O:42])=[C:39]([C:46]([F:49])([F:48])[F:47])[CH:38]=1. Product: [ClH:43].[C:25]([C:24]1[CH:27]=[CH:28][C:21]([C:14]2[C:15]3[C:20](=[CH:19][CH:18]=[CH:17][CH:16]=3)[C:11]([N:8]3[CH2:7][CH2:6][CH:5]([N:4]([CH3:3])[C:41](=[O:42])[C:40]4[CH:44]=[CH:45][C:37]([F:36])=[CH:38][C:39]=4[C:46]([F:49])([F:48])[F:47])[CH2:10][CH2:9]3)=[N:12][N:13]=2)=[CH:22][CH:23]=1)#[N:26]. The catalyst class is: 4. (4) Reactant: [CH3:1][O:2][C:3](=[O:14])[C:4]1[CH:9]=[CH:8][C:7]([N+:10]([O-:12])=[O:11])=[C:6]([OH:13])[CH:5]=1.[CH2:15](O)[C:16]1[CH:21]=[CH:20][CH:19]=[CH:18][CH:17]=1.C1C=CC(P(C2C=CC=CC=2)C2C=CC=CC=2)=CC=1.CC(OC(/N=N/C(OC(C)C)=O)=O)C.CC[NH+](CC)CC.CC[NH+](CC)CC.C([O-])([O-])=O. Product: [CH3:1][O:2][C:3](=[O:14])[C:4]1[CH:9]=[CH:8][C:7]([N+:10]([O-:12])=[O:11])=[C:6]([O:13][CH2:15][C:16]2[CH:21]=[CH:20][CH:19]=[CH:18][CH:17]=2)[CH:5]=1. The catalyst class is: 76. (5) Reactant: [Li+].CC([N-]C(C)C)C.[Br:9][C:10]1[CH:15]=[CH:14][C:13]([O:16][C:17]([F:20])([F:19])[F:18])=[CH:12][CH:11]=1.[C:21](=[O:23])=[O:22]. Product: [Br:9][C:10]1[CH:11]=[CH:12][C:13]([O:16][C:17]([F:18])([F:19])[F:20])=[C:14]([CH:15]=1)[C:21]([OH:23])=[O:22]. The catalyst class is: 1.